Task: Predict the reaction yield, written as a fraction of the theoretical maximum amount of product (1.0 means a 100% yield; for example, 0.34 means a 34% yield).. Dataset: Reaction yield outcomes from USPTO patents with 853,638 reactions The reactants are C([O:3][C:4](=[O:43])[CH2:5][CH:6]([C:29]1[CH:34]=[CH:33][CH:32]=[C:31]([O:35][CH2:36][C:37]2[CH:42]=[CH:41][CH:40]=[CH:39][CH:38]=2)[CH:30]=1)[N:7]1[C:15]2[C:10](=[CH:11][C:12]([O:16][CH2:17][CH2:18][C:19]3[CH:28]=[CH:27][C:26]4[CH2:25][CH2:24][CH2:23][NH:22][C:21]=4[N:20]=3)=[CH:13][CH:14]=2)[CH:9]=[CH:8]1)C.[OH-].[Li+].[Cl-].[NH4+]. The catalyst is C1COCC1.CO.O. The product is [CH2:36]([O:35][C:31]1[CH:30]=[C:29]([CH:6]([N:7]2[C:15]3[C:10](=[CH:11][C:12]([O:16][CH2:17][CH2:18][C:19]4[CH:28]=[CH:27][C:26]5[CH2:25][CH2:24][CH2:23][NH:22][C:21]=5[N:20]=4)=[CH:13][CH:14]=3)[CH:9]=[CH:8]2)[CH2:5][C:4]([OH:43])=[O:3])[CH:34]=[CH:33][CH:32]=1)[C:37]1[CH:42]=[CH:41][CH:40]=[CH:39][CH:38]=1. The yield is 0.250.